From a dataset of Peptide-MHC class II binding affinity with 134,281 pairs from IEDB. Regression. Given a peptide amino acid sequence and an MHC pseudo amino acid sequence, predict their binding affinity value. This is MHC class II binding data. The peptide sequence is ALEDDLLNRNNSFKP. The MHC is DRB1_0901 with pseudo-sequence DRB1_0901. The binding affinity (normalized) is 0.0948.